From a dataset of Experimentally validated miRNA-target interactions with 360,000+ pairs, plus equal number of negative samples. Binary Classification. Given a miRNA mature sequence and a target amino acid sequence, predict their likelihood of interaction. (1) The miRNA is hsa-miR-7113-3p with sequence CCUCCCUGCCCGCCUCUCUGCAG. The protein sequence of the target gene is MIDLSFLTEEEQDAILKVLQRDAALKRAEEERVRHLPEKIKDDQQLKNMSGQWFYEAKAKRHRDKIHGADIIRASMRRKKLPAAAEQNKDTAMRAKESWVNNVNKDAVLPPEIAVVEEPEDDTDPAGPSSSLVDPASSVIDMSQESTRTPAVSLPKQRKNPFNSPKLPEDHSLQQTKPEQSKTGKAGLFQISKEGELSESKEKSSIPDMPRQQLEKPKQTVSTEPENASHTKAPIPKARKLIYKSNDLEKDDNQSFPRQRRDSLNARGAPRGILKRNSSSSSTDSETLRLNYNLDPKSKI.... Result: 0 (no interaction). (2) The miRNA is mmu-let-7c-5p with sequence UGAGGUAGUAGGUUGUAUGGUU. The protein sequence of the target gene is MSDTAVADTRRLNSKPQDLTDAYGPPSNFLEIDIFNPQTVGVGRARFTTYEVRMRTNLPIFKLKESCVRRRYSDFEWLKNELERDSKIVVPPLPGKALKRQLPFRGDEGIFEESFIEERRQGLEQFINKIAGHPLAQNERCLHMFLQEEAIDRNYVPGKVRQ. Result: 0 (no interaction). (3) The miRNA is mmu-miR-137-3p with sequence UUAUUGCUUAAGAAUACGCGUAG. The protein sequence of the target gene is MAAESGSDFQQRRRRRRDPEEPEKTELSERELAVAVAVSQENDEENEERWVGPLPVEATLAKKRKVLEFERVYLDNLPSASMYERSYMHRDVITHVVCTKTDFIITASHDGHVKFWKKIEEGIEFVKHFRSHLGVIESIAVSSEGALFCSVGDDKAMKVFDVVNFDMINMLKLGYFPGQCEWIYCPGDAISSVAASEKSTGKIFIYDGRGDNQPLHIFDKLHTSPLTQIRLNPVYKAVVSSDKSGMIEYWTGPPHEYKFPKNVNWEYKTDTDLYEFAKCKAYPTSVCFSPDGKKIATIGS.... Result: 0 (no interaction). (4) The miRNA is hsa-miR-7851-3p with sequence UACCUGGGAGACUGAGGUUGGA. The protein sequence of the target gene is MAAAVLSGPSAGSAAGVPGGTGGLSAVSSGPRLRLLLLESVSGLLQPRTGSAVAPVHPPNRSAPHLPGLMCLLRLHGSVGGAQNLSALGALVSLSNARLSSIKTRFEGLCLLSLLVGESPTELFQQHCVSWLRSIQQVLQTQDPPATMELAVAVLRDLLRYAAQLPALFRDISMNHLPGLLTSLLGLRPECEQSALEGMKACMTYFPRACGSLKGKLASFFLSRVDALSPQLQQLACECYSRLPSLGAGFSQGLKHTESWEQELHSLLASLHTLLGALYEGAETAPVQNEGPGVEMLLSS.... Result: 1 (interaction). (5) The protein sequence of the target gene is MGILSITDQPPLVQAIFSRDVEEVRSLLSQKENINVLDQERRTPLHAAAYVGDVPILQLLLMSGANVNAKDTLWLTPLHRAAASRNEKVLGLLLAHSADVNARDKLWQTPLHVAAANRATKCAEALAPLLSSLNVADRSGRSALHHAVHSGHLETVNLLLNKGASLNVCDKKERQPLHWAAFLGHLEVLKLLVARGADLSCKDRKGYGLLHTAAASGQIEVVKHLLRMGAEIDEPNAFGNTALHIACYLGQDAVAIELVNAGANVNQPNDKGFTPLHVAAVSTNGALCLELLVNNGADVN.... Result: 0 (no interaction). The miRNA is hsa-miR-15a-5p with sequence UAGCAGCACAUAAUGGUUUGUG.